This data is from Forward reaction prediction with 1.9M reactions from USPTO patents (1976-2016). The task is: Predict the product of the given reaction. (1) Given the reactants C([O:5][C:6]([C:8]1[CH:9]=[C:10]([CH:22]=[CH:23][C:24]=1[F:25])[C:11]([NH:13][C:14]1[CH:19]=[CH:18][CH:17]=[C:16]([O:20][CH3:21])[CH:15]=1)=[O:12])=[CH2:7])CCC.Cl, predict the reaction product. The product is: [C:6]([C:8]1[CH:9]=[C:10]([CH:22]=[CH:23][C:24]=1[F:25])[C:11]([NH:13][C:14]1[CH:19]=[CH:18][CH:17]=[C:16]([O:20][CH3:21])[CH:15]=1)=[O:12])(=[O:5])[CH3:7]. (2) Given the reactants C(N(C(C)C)C(C)C)C.Br.Br.[NH2:12][C:13]1[C:17]([NH2:18])=[CH:16][S:15][CH:14]=1.[CH3:19][C:20]1[CH:25]=[CH:24][CH:23]=[C:22]([CH3:26])[C:21]=1[N:27]=[C:28]=[S:29], predict the reaction product. The product is: [NH2:12][C:13]1[C:17]([NH:18][C:28]([NH:27][C:21]2[C:20]([CH3:19])=[CH:25][CH:24]=[CH:23][C:22]=2[CH3:26])=[S:29])=[CH:16][S:15][CH:14]=1. (3) Given the reactants CN(C)[CH:3]=[C:4]([C:14]1[CH:19]=[CH:18][N:17]=[C:16]([S:20][CH3:21])[N:15]=1)[C:5]([C:7]1[CH:12]=[CH:11][C:10]([F:13])=[CH:9][CH:8]=1)=O.[O:23]=[C:24]([CH3:29])[CH2:25][C:26]([NH2:28])=[O:27], predict the reaction product. The product is: [F:13][C:10]1[CH:9]=[CH:8][C:7]([C:5]2[N:28]=[C:26]([OH:27])[C:25]([C:24](=[O:23])[CH3:29])=[CH:3][C:4]=2[C:14]2[CH:19]=[CH:18][N:17]=[C:16]([S:20][CH3:21])[N:15]=2)=[CH:12][CH:11]=1. (4) Given the reactants C([O:3][C:4]([C:6]1([CH2:19][CH2:20][NH:21][C:22]2[CH:27]=[N:26][C:25]([Br:28])=[CH:24][N:23]=2)[CH2:11][CH2:10][N:9]([C:12]([O:14][C:15]([CH3:18])([CH3:17])[CH3:16])=[O:13])[CH2:8][CH2:7]1)=O)C.CC(C)([O-])C.[K+], predict the reaction product. The product is: [C:15]([O:14][C:12]([N:9]1[CH2:10][CH2:11][C:6]2([C:4](=[O:3])[N:21]([C:22]3[CH:27]=[N:26][C:25]([Br:28])=[CH:24][N:23]=3)[CH2:20][CH2:19]2)[CH2:7][CH2:8]1)=[O:13])([CH3:17])([CH3:16])[CH3:18]. (5) Given the reactants [CH3:1][O:2][C:3]1[CH:4]=[C:5]2[C:9](=[CH:10][C:11]=1[NH:12][S:13]([CH3:16])(=[O:15])=[O:14])[C:8](=[O:17])[N:7]([CH2:18][C:19]([O:21]C)=[O:20])[C:6]2=[O:23].Cl, predict the reaction product. The product is: [CH3:1][O:2][C:3]1[CH:4]=[C:5]2[C:9](=[CH:10][C:11]=1[NH:12][S:13]([CH3:16])(=[O:15])=[O:14])[C:8](=[O:17])[N:7]([CH2:18][C:19]([OH:21])=[O:20])[C:6]2=[O:23]. (6) The product is: [O:25]1[CH2:26][CH2:27][CH2:28][CH2:29][CH:24]1[CH2:23][N:1]1[C:9]2[C:4](=[CH:5][CH:6]=[CH:7][CH:8]=2)[C:3]2([CH2:13][O:12][C:11]3[CH:14]=[C:15]4[C:19](=[CH:20][C:10]2=3)[CH2:18][CH2:17][O:16]4)[C:2]1=[O:21]. Given the reactants [NH:1]1[C:9]2[C:4](=[CH:5][CH:6]=[CH:7][CH:8]=2)[C:3]2([CH2:13][O:12][C:11]3[CH:14]=[C:15]4[C:19](=[CH:20][C:10]2=3)[CH2:18][CH2:17][O:16]4)[C:2]1=[O:21].Br[CH2:23][CH:24]1[CH2:29][CH2:28][CH2:27][CH2:26][O:25]1.C(=O)([O-])[O-].[Cs+].[Cs+], predict the reaction product. (7) The product is: [O:6]=[C:5]1[N:4]([CH2:1][CH2:2][CH3:3])[C:11]2[N:12]=[C:33]([C:20]3[CH:19]=[C:18]([CH3:17])[N:22]([CH2:23][C:24]([NH:25][C:26]4[CH:31]=[CH:30][CH:29]=[CH:28][CH:27]=4)=[O:32])[N:21]=3)[NH:13][C:10]=2[C:8](=[O:9])[N:7]1[CH2:14][CH2:15][CH3:16]. Given the reactants [CH2:1]([N:4]1[C:11]([NH2:12])=[C:10]([NH2:13])[C:8](=[O:9])[N:7]([CH2:14][CH2:15][CH3:16])[C:5]1=[O:6])[CH2:2][CH3:3].[CH3:17][C:18]1[N:22]([CH2:23][C:24](=[O:32])[NH:25][C:26]2[CH:31]=[CH:30][CH:29]=[CH:28][CH:27]=2)[N:21]=[C:20]([C:33](O)=O)[CH:19]=1.CCN=C=NCCCN(C)C.Cl, predict the reaction product.